Dataset: Catalyst prediction with 721,799 reactions and 888 catalyst types from USPTO. Task: Predict which catalyst facilitates the given reaction. Reactant: C1([C:4]2[C:13]3[C:8](=[CH:9][CH:10]=[CH:11][CH:12]=3)[C:7]([N:14]=[C:15]=S)=[CH:6][CH:5]=2)CC1.[C:17](=[O:20])([O-])[O-].[K+].[K+].[CH2:23](Br)[C:24]1[CH:29]=[CH:28][CH:27]=[CH:26][CH:25]=1.C(O[CH2:35][CH3:36])(=O)C. Product: [CH2:23]([N:14]([CH2:15][C:36]1[CH:35]=[CH:6][CH:5]=[CH:4][CH:13]=1)[C:7]1[C:8]2[C:13](=[CH:12][CH:11]=[C:10]([O:20][CH3:17])[CH:9]=2)[CH:4]=[CH:5][CH:6]=1)[C:24]1[CH:29]=[CH:28][CH:27]=[CH:26][CH:25]=1. The catalyst class is: 21.